This data is from Full USPTO retrosynthesis dataset with 1.9M reactions from patents (1976-2016). The task is: Predict the reactants needed to synthesize the given product. Given the product [NH2:11][C:12]1[CH:17]=[CH:16][CH:15]=[CH:14][C:13]=1[C:2]1[C:3]([C:9]#[N:10])=[N:4][N:5]([CH3:8])[C:6]=1[CH3:7], predict the reactants needed to synthesize it. The reactants are: Br[C:2]1[C:3]([C:9]#[N:10])=[N:4][N:5]([CH3:8])[C:6]=1[CH3:7].[NH2:11][C:12]1[CH:17]=[CH:16][CH:15]=[CH:14][C:13]=1B(O)O.C(=O)([O-])[O-].[Na+].[Na+].C(O)CC.